From a dataset of Full USPTO retrosynthesis dataset with 1.9M reactions from patents (1976-2016). Predict the reactants needed to synthesize the given product. (1) The reactants are: [Cl:1][C:2]1[CH:7]=[CH:6][CH:5]=[CH:4][C:3]=1[C:8]([C:10]1[N:20]([C:21]2[N:22]([CH3:27])[N:23]=[C:24]([CH3:26])[CH:25]=2)[C:13]2[N:14]=[C:15](SC)[N:16]=[CH:17][C:12]=2[CH:11]=1)=[O:9].O[O:29][S:30]([O-:32])=O.[K+].S([O-])(O[O-])(=O)=O.[K+].[K+].[C:42]([O-])(O)=O.[Na+]. Given the product [Cl:1][C:2]1[CH:7]=[CH:6][CH:5]=[CH:4][C:3]=1[C:8]([C:10]1[N:20]([C:21]2[N:22]([CH3:27])[N:23]=[C:24]([CH3:26])[CH:25]=2)[C:13]2[N:14]=[C:15]([S:30]([CH3:42])(=[O:32])=[O:29])[N:16]=[CH:17][C:12]=2[CH:11]=1)=[O:9], predict the reactants needed to synthesize it. (2) Given the product [C:1]1([C:11]2[CH:16]=[CH:15][CH:14]=[CH:13][CH:12]=2)[CH:6]=[CH:5][C:4]([S:7]([NH:10][C:41]([NH:40][CH2:39][CH2:38][C:35]2[CH:36]=[CH:37][C:32]([N:31]3[C:24]4=[N:25][C:26]([CH3:30])=[CH:27][C:28]([CH3:29])=[C:23]4[N:22]=[C:21]3[CH2:19][CH3:20])=[CH:33][CH:34]=2)=[O:42])(=[O:8])=[O:9])=[CH:3][CH:2]=1, predict the reactants needed to synthesize it. The reactants are: [C:1]1([C:11]2[CH:16]=[CH:15][CH:14]=[CH:13][CH:12]=2)[CH:6]=[CH:5][C:4]([S:7]([NH2:10])(=[O:9])=[O:8])=[CH:3][CH:2]=1.[H-].[Na+].[CH2:19]([C:21]1[N:31]([C:32]2[CH:37]=[CH:36][C:35]([CH2:38][CH2:39][NH:40][C:41](=O)[O:42]C3C=CC=CC=3)=[CH:34][CH:33]=2)[C:24]2=[N:25][C:26]([CH3:30])=[CH:27][C:28]([CH3:29])=[C:23]2[N:22]=1)[CH3:20].O. (3) The reactants are: [C:1]([O:5][C:6]([NH:8][C@@H:9]([CH2:13][CH:14]([N:16]([CH3:18])[CH3:17])[CH3:15])[C:10]([OH:12])=[O:11])=[O:7])([CH3:4])([CH3:3])[CH3:2].CN1CCOCC1.ClC(O[CH2:30][CH:31]([CH3:33])[CH3:32])=O.[OH-].[NH4+]. Given the product [CH2:30]([O:11][C:10](=[O:12])[C@@H:9]([NH:8][C:6]([O:5][C:1]([CH3:3])([CH3:2])[CH3:4])=[O:7])[CH2:13][CH:14]([N:16]([CH3:18])[CH3:17])[CH3:15])[CH:31]([CH3:33])[CH3:32], predict the reactants needed to synthesize it. (4) Given the product [Cl:1][C:2]1[N:3]=[C:4]([C:9]([NH:11][C@H:12]2[CH2:17][CH2:16][N:15]([C:18]3[S:19][C:20]([C:26]([O:28][CH2:29][CH3:30])=[O:27])=[C:21]([C:23](=[O:24])[NH:37][CH:34]4[CH2:36][CH2:35]4)[N:22]=3)[CH2:14][C@H:13]2[O:31][CH2:32][CH3:33])=[O:10])[NH:5][C:6]=1[CH2:7][CH3:8], predict the reactants needed to synthesize it. The reactants are: [Cl:1][C:2]1[N:3]=[C:4]([C:9]([NH:11][C@H:12]2[CH2:17][CH2:16][N:15]([C:18]3[S:19][C:20]([C:26]([O:28][CH2:29][CH3:30])=[O:27])=[C:21]([C:23](O)=[O:24])[N:22]=3)[CH2:14][C@H:13]2[O:31][CH2:32][CH3:33])=[O:10])[NH:5][C:6]=1[CH2:7][CH3:8].[CH:34]1([NH2:37])[CH2:36][CH2:35]1.CCN=C=NCCCN(C)C.Cl.ON1C2C=CC=CC=2N=N1. (5) Given the product [CH2:1]([O:3][C:4]([C:6]1[S:13][C:12]([O:14][C:15]2[CH:20]=[CH:19][CH:18]=[CH:17][CH:16]=2)=[N:8][CH:7]=1)=[O:5])[CH3:2], predict the reactants needed to synthesize it. The reactants are: [CH2:1]([O:3][C:4]([C:6]1C(=O)O[N:8]([C:12]([O:14][C:15]2[CH:20]=[CH:19][CH:18]=[CH:17][CH:16]=2)=[S:13])[CH:7]=1)=[O:5])[CH3:2].